From a dataset of Full USPTO retrosynthesis dataset with 1.9M reactions from patents (1976-2016). Predict the reactants needed to synthesize the given product. (1) Given the product [CH3:1][N:2]1[CH2:3][CH2:4][N:5]([C:8]2[CH:13]=[CH:12][C:11]([CH:14]=[O:15])=[C:10]([NH:16][CH:17]3[CH2:22][CH2:21][O:20][CH2:19][CH2:18]3)[CH:9]=2)[CH2:6][CH2:7]1, predict the reactants needed to synthesize it. The reactants are: [CH3:1][N:2]1[CH2:7][CH2:6][N:5]([C:8]2[CH:13]=[CH:12][C:11]([CH2:14][OH:15])=[C:10]([NH:16][CH:17]3[CH2:22][CH2:21][O:20][CH2:19][CH2:18]3)[CH:9]=2)[CH2:4][CH2:3]1. (2) Given the product [CH3:18][N:19]([C:2]1[CH:7]=[C:6]([C:8]([F:11])([F:10])[F:9])[N:5]=[C:4]([C:12]2[CH:17]=[CH:16][CH:15]=[CH:14][N:13]=2)[N:3]=1)[C:20]1[CH:25]=[CH:24][CH:23]=[C:22]([O:26][CH3:27])[CH:21]=1, predict the reactants needed to synthesize it. The reactants are: Cl[C:2]1[CH:7]=[C:6]([C:8]([F:11])([F:10])[F:9])[N:5]=[C:4]([C:12]2[CH:17]=[CH:16][CH:15]=[CH:14][N:13]=2)[N:3]=1.[CH3:18][NH:19][C:20]1[CH:25]=[CH:24][CH:23]=[C:22]([O:26][CH3:27])[CH:21]=1. (3) The reactants are: [CH2:1]([C@@H:7]1[CH2:16][CH2:15][C:14]2[C:9](=[CH:10][CH:11]=[C:12]([I:17])[CH:13]=2)[C:8]1=O)[CH2:2][CH2:3][CH2:4][CH2:5][CH3:6].[BH4-].[Na+].C([SiH](CC)CC)C.C(O)(C(F)(F)F)=O. Given the product [CH2:1]([C@@H:7]1[CH2:16][CH2:15][C:14]2[C:9](=[CH:10][CH:11]=[C:12]([I:17])[CH:13]=2)[CH2:8]1)[CH2:2][CH2:3][CH2:4][CH2:5][CH3:6], predict the reactants needed to synthesize it. (4) The reactants are: [CH3:1][C:2]1([NH:18][C:19](=[O:21])[CH3:20])[CH2:8][CH2:7][CH2:6][N:5]([C:9]2[N:13]([CH3:14])[N:12]=[CH:11][C:10]=2[N+:15]([O-])=O)[CH2:4][CH2:3]1.[Cl-].[NH4+]. Given the product [NH2:15][C:10]1[CH:11]=[N:12][N:13]([CH3:14])[C:9]=1[N:5]1[CH2:6][CH2:7][CH2:8][C:2]([NH:18][C:19](=[O:21])[CH3:20])([CH3:1])[CH2:3][CH2:4]1, predict the reactants needed to synthesize it.